Dataset: Full USPTO retrosynthesis dataset with 1.9M reactions from patents (1976-2016). Task: Predict the reactants needed to synthesize the given product. (1) Given the product [I:1][C:2]1[CH:3]=[CH:4][C:5]([S:8]([Cl:13])(=[O:14])=[O:12])=[N:6][CH:7]=1, predict the reactants needed to synthesize it. The reactants are: [I:1][C:2]1[CH:3]=[CH:4][C:5]([SH:8])=[N:6][CH:7]=1.C(Cl)Cl.[OH2:12].[ClH:13].[O-:14]Cl.[Na+]. (2) Given the product [Cl:1][C:2]1[CH:3]=[C:4]2[C:5](=[CH:9][CH:10]=1)[C:6](=[O:7])[O:8][C:25]([C:19]([OH:20])=[O:22])=[C:11]2[C:12]1[CH:17]=[CH:16][CH:15]=[CH:14][CH:13]=1, predict the reactants needed to synthesize it. The reactants are: [Cl:1][C:2]1[CH:10]=[CH:9][C:5]([C:6]([OH:8])=[O:7])=[C:4]([C:11](=O)[C:12]2[CH:17]=[CH:16][CH:15]=[CH:14][CH:13]=2)[CH:3]=1.[C:19](=[O:22])([O-])[O-:20].[K+].[K+].[CH3:25]C(C)=O. (3) Given the product [CH2:28]([O:27][C:25]([C:24]1([C:4]2[CH:5]=[C:6]([C:14]3[CH:15]=[CH:16][C:17]([C:20]([F:21])([F:22])[F:23])=[CH:18][CH:19]=3)[C:7]([O:8][CH2:9][C:10]([F:13])([F:12])[F:11])=[C:2]([Cl:1])[CH:3]=2)[CH2:35][CH2:34][CH2:33]1)=[O:26])[CH3:29], predict the reactants needed to synthesize it. The reactants are: [Cl:1][C:2]1[CH:3]=[C:4]([CH2:24][C:25]([O:27][CH2:28][CH3:29])=[O:26])[CH:5]=[C:6]([C:14]2[CH:19]=[CH:18][C:17]([C:20]([F:23])([F:22])[F:21])=[CH:16][CH:15]=2)[C:7]=1[O:8][CH2:9][C:10]([F:13])([F:12])[F:11].[H-].[Na+].Br[CH2:33][CH2:34][CH2:35]Br.[NH4+].[Cl-]. (4) Given the product [OH:42][CH:40]([CH3:41])[C:39]#[C:38][C@H:28]1[CH2:27][CH2:26][C@H:25]2[C@H:24]3[C@H:33]([CH2:32][CH2:31][C@:29]12[CH3:30])[C@:34]1([CH3:37])[C@H:21]([CH2:20][C@H:19]([OH:18])[CH2:36][CH2:35]1)[CH2:22][CH2:23]3, predict the reactants needed to synthesize it. The reactants are: [Si]([O:18][C@@H:19]1[CH2:36][CH2:35][C@@:34]2([CH3:37])[C@@H:21]([CH2:22][CH2:23][C@@H:24]3[C@@H:33]2[CH2:32][CH2:31][C@@:29]2([CH3:30])[C@H:25]3[CH2:26][CH2:27][C@@H:28]2[C:38]#[C:39][CH:40]([OH:42])[CH3:41])[CH2:20]1)(C(C)(C)C)(C1C=CC=CC=1)C1C=CC=CC=1.[NH4+].[Cl-].